Dataset: Aqueous solubility values for 9,982 compounds from the AqSolDB database. Task: Regression/Classification. Given a drug SMILES string, predict its absorption, distribution, metabolism, or excretion properties. Task type varies by dataset: regression for continuous measurements (e.g., permeability, clearance, half-life) or binary classification for categorical outcomes (e.g., BBB penetration, CYP inhibition). For this dataset (solubility_aqsoldb), we predict Y. (1) The drug is CCC(Cc1ccc(C)cc1)(C(=O)c1ccc(N2CCOCC2)cc1)N(C)C. The Y is -5.13 log mol/L. (2) The compound is CCOC(=O)C1CCC(C(=O)OCC)CC1. The Y is -2.25 log mol/L. (3) The molecule is CN(CC(=O)O)C(N)=NP(=O)([O-])[O-].[Na+].[Na+]. The Y is 0.313 log mol/L. (4) The compound is COc1ccc2cc(C(C)C(=O)OCCOC(=O)C(N)CC(C)C)ccc2c1. The Y is -3.82 log mol/L.